The task is: Binary Classification. Given a drug SMILES string, predict its activity (active/inactive) in a high-throughput screening assay against a specified biological target.. This data is from Cav3 T-type calcium channel HTS with 100,875 compounds. (1) The molecule is O=C(NCc1cc(OC)ccc1)C1CCN(CC1)c1nccnc1. The result is 0 (inactive). (2) The compound is O=C(Nc1ccc(cc1)C(=O)COc1ccc(cc1)c1ocnn1)CC(C)C. The result is 0 (inactive). (3) The compound is O=C(c1ccncc1)/C(=N\Nc1ccc(cc1)C)C=O. The result is 0 (inactive). (4) The drug is n12C3(N=C(N=c2[nH]c2c1cccc2)N)CCN(CC3)Cc1ccccc1. The result is 0 (inactive). (5) The molecule is O=C1N(c2c(C\31N(CCCOC)C(=O)C(=O)C3=C(/O)c1cc3OCCOc3cc1)cccc2)CC=C. The result is 0 (inactive). (6) The molecule is O(CC(CC)CC)C(=O)C(c1nc2c(nc1N1CCN(CC1)CC)cccc2)C#N. The result is 0 (inactive). (7) The drug is Clc1c(NC(=O)NC2(CCCCC2)C(=O)N2CCC(CC2)C(OCC)=O)cccc1. The result is 0 (inactive). (8) The drug is S(=O)(=O)(c1c(n(nc1)c1ccccc1)c1ccc(OC)cc1)c1ccccc1. The result is 1 (active). (9) The molecule is S(C(CC)C(=O)Nc1noc(c1)C)C=1N(C(=O)C(/N1)=C\c1c(OC)cccc1)c1ccccc1. The result is 1 (active).